The task is: Regression. Given two drug SMILES strings and cell line genomic features, predict the synergy score measuring deviation from expected non-interaction effect.. This data is from NCI-60 drug combinations with 297,098 pairs across 59 cell lines. (1) Drug 1: C1CN1P(=S)(N2CC2)N3CC3. Drug 2: CC1=C(C(CCC1)(C)C)C=CC(=CC=CC(=CC(=O)O)C)C. Cell line: KM12. Synergy scores: CSS=20.1, Synergy_ZIP=-2.46, Synergy_Bliss=4.47, Synergy_Loewe=1.31, Synergy_HSA=3.05. (2) Drug 1: C1CCN(CC1)CCOC2=CC=C(C=C2)C(=O)C3=C(SC4=C3C=CC(=C4)O)C5=CC=C(C=C5)O. Drug 2: CCCCCOC(=O)NC1=NC(=O)N(C=C1F)C2C(C(C(O2)C)O)O. Cell line: DU-145. Synergy scores: CSS=-3.02, Synergy_ZIP=3.39, Synergy_Bliss=4.03, Synergy_Loewe=0.578, Synergy_HSA=0.178. (3) Drug 1: C1CNP(=O)(OC1)N(CCCl)CCCl. Drug 2: C1CC(C1)(C2=CC=C(C=C2)C3=C(C=C4C(=N3)C=CN5C4=NNC5=O)C6=CC=CC=C6)N. Cell line: SK-OV-3. Synergy scores: CSS=37.1, Synergy_ZIP=8.81, Synergy_Bliss=9.85, Synergy_Loewe=-17.3, Synergy_HSA=5.64. (4) Drug 1: CC1=C(N=C(N=C1N)C(CC(=O)N)NCC(C(=O)N)N)C(=O)NC(C(C2=CN=CN2)OC3C(C(C(C(O3)CO)O)O)OC4C(C(C(C(O4)CO)O)OC(=O)N)O)C(=O)NC(C)C(C(C)C(=O)NC(C(C)O)C(=O)NCCC5=NC(=CS5)C6=NC(=CS6)C(=O)NCCC[S+](C)C)O. Drug 2: CCCCC(=O)OCC(=O)C1(CC(C2=C(C1)C(=C3C(=C2O)C(=O)C4=C(C3=O)C=CC=C4OC)O)OC5CC(C(C(O5)C)O)NC(=O)C(F)(F)F)O. Cell line: SNB-75. Synergy scores: CSS=46.8, Synergy_ZIP=-2.81, Synergy_Bliss=-0.796, Synergy_Loewe=0.0418, Synergy_HSA=2.11. (5) Drug 1: C1=NC(=NC(=O)N1C2C(C(C(O2)CO)O)O)N. Drug 2: CCN(CC)CCNC(=O)C1=C(NC(=C1C)C=C2C3=C(C=CC(=C3)F)NC2=O)C. Cell line: NCI-H460. Synergy scores: CSS=42.9, Synergy_ZIP=-0.528, Synergy_Bliss=1.47, Synergy_Loewe=-12.2, Synergy_HSA=1.37.